Dataset: Forward reaction prediction with 1.9M reactions from USPTO patents (1976-2016). Task: Predict the product of the given reaction. (1) Given the reactants [Cl:1][C:2]1[N:7]=[CH:6][N:5]=[C:4]([C:8]([NH:10][C:11]2[CH:16]=[CH:15][C:14]([S:17](Cl)(=[O:19])=[O:18])=[CH:13][C:12]=2[CH3:21])=[O:9])[CH:3]=1.CN.[CH:24]([NH:27]C(C)C)(C)C, predict the reaction product. The product is: [Cl:1][C:2]1[N:7]=[CH:6][N:5]=[C:4]([C:8]([NH:10][C:11]2[CH:16]=[CH:15][C:14]([S:17](=[O:19])(=[O:18])[NH:27][CH3:24])=[CH:13][C:12]=2[CH3:21])=[O:9])[CH:3]=1. (2) Given the reactants Cl[C:2]1[N:7]=[C:6]([C:8]2[CH:13]=[CH:12][C:11]([OH:14])=[CH:10][CH:9]=2)[CH:5]=[N:4][CH:3]=1.[NH2:15][C:16]1[CH:17]=[C:18]([CH:22]=[CH:23][C:24]=1[Cl:25])[C:19]([OH:21])=[O:20].CC1(C)C2C(=C(P(C3C=CC=CC=3)C3C=CC=CC=3)C=CC=2)OC2C(P(C3C=CC=CC=3)C3C=CC=CC=3)=CC=CC1=2, predict the reaction product. The product is: [Cl:25][C:24]1[CH:23]=[CH:22][C:18]([C:19]([OH:21])=[O:20])=[CH:17][C:16]=1[NH:15][C:2]1[CH:3]=[N:4][CH:5]=[C:6]([C:8]2[CH:13]=[CH:12][C:11]([OH:14])=[CH:10][CH:9]=2)[N:7]=1. (3) Given the reactants Br[C:2]1[CH:7]=[C:6]([Br:8])[C:5]([F:9])=[CH:4][C:3]=1[F:10].CCCCCC.CN(OC)[C:19](=[O:21])[CH3:20].C(O)(=O)C, predict the reaction product. The product is: [Br:8][C:6]1[C:5]([F:9])=[CH:4][C:3]([F:10])=[C:2]([C:19](=[O:21])[CH3:20])[CH:7]=1.